This data is from Forward reaction prediction with 1.9M reactions from USPTO patents (1976-2016). The task is: Predict the product of the given reaction. (1) Given the reactants C[Mg]Br.C([O:6][CH2:7][CH3:8])C.CON(C)C([C:14]1[CH:19]=[CH:18][N:17]=[C:16]([S:20][CH3:21])[N:15]=1)=O, predict the reaction product. The product is: [CH3:21][S:20][C:16]1[N:17]=[C:18]([C:7](=[O:6])[CH3:8])[CH:19]=[CH:14][N:15]=1. (2) Given the reactants [C:1]([C:3]([C:6]1[CH:7]=[C:8]([CH:27]=[CH:28][CH:29]=1)[CH2:9][N:10]1[C:18]2[C:13](=[CH:14][C:15]([C:19]([O:21]CC=C)=[O:20])=[CH:16][CH:17]=2)[C:12]([CH3:25])=[C:11]1[CH3:26])([CH3:5])[CH3:4])#[N:2].N1CCOCC1, predict the reaction product. The product is: [C:1]([C:3]([C:6]1[CH:7]=[C:8]([CH:27]=[CH:28][CH:29]=1)[CH2:9][N:10]1[C:18]2[C:13](=[CH:14][C:15]([C:19]([OH:21])=[O:20])=[CH:16][CH:17]=2)[C:12]([CH3:25])=[C:11]1[CH3:26])([CH3:5])[CH3:4])#[N:2]. (3) Given the reactants [CH2:1]=[O:2].C(N(CC)CC)C.[CH:10]([O:13][PH:14](=[O:19])[O:15][CH:16]([CH3:18])[CH3:17])([CH3:12])[CH3:11], predict the reaction product. The product is: [OH:2][CH2:1][P:14](=[O:19])([O:15][CH:16]([CH3:18])[CH3:17])[O:13][CH:10]([CH3:12])[CH3:11]. (4) Given the reactants [CH3:1][C:2]1[C:3]([C:16]2[CH:21]=[CH:20][C:19]([OH:22])=[CH:18][CH:17]=2)=[N:4][C:5]2[C:10]([N:11]=1)=[C:9]([C:12]([F:15])([F:14])[F:13])[CH:8]=[CH:7][CH:6]=2.C1C=CC(N([S:30]([C:33]([F:36])([F:35])[F:34])(=[O:32])=[O:31])[S:30]([C:33]([F:36])([F:35])[F:34])(=[O:32])=[O:31])=CC=1.CC(C)([O-])C.[K+], predict the reaction product. The product is: [F:34][C:33]([F:36])([F:35])[S:30]([O:22][C:19]1[CH:20]=[CH:21][C:16]([C:3]2[C:2]([CH3:1])=[N:11][C:10]3[C:5](=[CH:6][CH:7]=[CH:8][C:9]=3[C:12]([F:15])([F:14])[F:13])[N:4]=2)=[CH:17][CH:18]=1)(=[O:32])=[O:31]. (5) Given the reactants [CH2:1](Br)[C:2]1[CH:7]=[CH:6][CH:5]=[CH:4][CH:3]=1.C(=O)([O-])[O-].[K+].[K+].[C:15]1([OH:22])[CH:20]=[CH:19][CH:18]=[C:17]([OH:21])[CH:16]=1, predict the reaction product. The product is: [CH2:1]([O:21][C:17]1[CH:16]=[C:15]([OH:22])[CH:20]=[CH:19][CH:18]=1)[C:2]1[CH:7]=[CH:6][CH:5]=[CH:4][CH:3]=1. (6) The product is: [C:1]([O:5][C:6]([N:8]1[C:12]2[CH:13]([NH:29][CH2:28][CH2:27][CH2:26][CH2:25][NH:24][C:23]([O:22][C:18]([CH3:21])([CH3:20])[CH3:19])=[O:30])[CH2:14][CH2:15][CH2:16][C:11]=2[N:10]=[CH:9]1)=[O:7])([CH3:4])([CH3:3])[CH3:2]. Given the reactants [C:1]([O:5][C:6]([N:8]1[C:12]2[C:13](=O)[CH2:14][CH2:15][CH2:16][C:11]=2[N:10]=[CH:9]1)=[O:7])([CH3:4])([CH3:3])[CH3:2].[C:18]([O:22][C:23](=[O:30])[NH:24][CH2:25][CH2:26][CH2:27][CH2:28][NH2:29])([CH3:21])([CH3:20])[CH3:19].C(O[BH-](OC(=O)C)OC(=O)C)(=O)C.[Na+].C(=O)(O)[O-].[Na+], predict the reaction product. (7) Given the reactants [CH3:1][O:2][C:3]1[CH:8]=[CH:7][C:6]([N:9]2[CH2:14][CH2:13][N:12]([C:15]3[C:16]([CH3:29])=[C:17]([CH3:28])[C:18]4[O:22][C:21]([CH2:24][NH2:25])([CH3:23])[CH2:20][C:19]=4[C:26]=3[CH3:27])[CH2:11][CH2:10]2)=[CH:5][CH:4]=1.C(N(CC)CC)C.[C:37](Cl)(=[O:39])[CH3:38], predict the reaction product. The product is: [CH3:1][O:2][C:3]1[CH:4]=[CH:5][C:6]([N:9]2[CH2:10][CH2:11][N:12]([C:15]3[C:16]([CH3:29])=[C:17]([CH3:28])[C:18]4[O:22][C:21]([CH2:24][NH:25][C:37](=[O:39])[CH3:38])([CH3:23])[CH2:20][C:19]=4[C:26]=3[CH3:27])[CH2:13][CH2:14]2)=[CH:7][CH:8]=1. (8) Given the reactants Cl[C:2]1[C:11]2=[N:12][N:13](CC3C=CC(OC)=CC=3)[CH:14]=[C:10]2[C:9]2[CH:8]=[C:7]([C:24]#[N:25])[CH:6]=[CH:5][C:4]=2[N:3]=1.[CH3:26][O:27][C:28]1[CH:29]=[C:30]([CH:32]=[CH:33][C:34]=1[O:35][CH3:36])[NH2:31].Cl, predict the reaction product. The product is: [CH3:26][O:27][C:28]1[CH:29]=[C:30]([NH:31][C:2]2[C:11]3=[N:12][NH:13][CH:14]=[C:10]3[C:9]3[CH:8]=[C:7]([C:24]#[N:25])[CH:6]=[CH:5][C:4]=3[N:3]=2)[CH:32]=[CH:33][C:34]=1[O:35][CH3:36]. (9) The product is: [CH2:66]([O:68][CH2:69][CH2:70][O:26][C:27]1[C:36]2[CH2:35][CH2:34][CH2:33][CH2:32][C:31]=2[CH:30]=[CH:29][C:28]=1[CH:37]1[CH2:38][CH2:39][N:40]([CH2:43][CH2:44][CH2:45][CH2:46][NH:47][C:48]([C:50]2[CH:51]=[CH:52][C:53]([C:56]3[CH:57]=[CH:58][C:59]([C:62]([F:65])([F:63])[F:64])=[CH:60][CH:61]=3)=[CH:54][CH:55]=2)=[O:49])[CH2:41][CH2:42]1)[CH3:67]. Given the reactants CN(C(/N=N/C(N(C)C)=O)=O)C.C(P(CCCC)CCCC)CCC.[OH:26][C:27]1[C:36]2[CH2:35][CH2:34][CH2:33][CH2:32][C:31]=2[CH:30]=[CH:29][C:28]=1[CH:37]1[CH2:42][CH2:41][N:40]([CH2:43][CH2:44][CH2:45][CH2:46][NH:47][C:48]([C:50]2[CH:55]=[CH:54][C:53]([C:56]3[CH:61]=[CH:60][C:59]([C:62]([F:65])([F:64])[F:63])=[CH:58][CH:57]=3)=[CH:52][CH:51]=2)=[O:49])[CH2:39][CH2:38]1.[CH2:66]([O:68][CH2:69][CH2:70]O)[CH3:67], predict the reaction product.